Dataset: Reaction yield outcomes from USPTO patents with 853,638 reactions. Task: Predict the reaction yield, written as a fraction of the theoretical maximum amount of product (1.0 means a 100% yield; for example, 0.34 means a 34% yield). The reactants are [N-:1]=[C:2]=[S:3].[Na+].N1C=CC=CC=1.CS(O[N:16]=[C:17](Cl)[C@H:18]1[CH2:22][O:21][C:20]2([CH2:27][CH2:26][CH2:25][CH2:24][CH2:23]2)[O:19]1)(=O)=O.[CH3:29][C:30]1[C:35]([O:36][C:37]2[C:38]([NH2:50])=[N:39][CH:40]=[C:41]([S:43][C:44]3[CH:49]=[CH:48][CH:47]=[CH:46][N:45]=3)[CH:42]=2)=[C:34]([CH3:51])[CH:33]=[CH:32][N:31]=1. The catalyst is C(#N)C. The product is [CH3:29][C:30]1[C:35]([O:36][C:37]2[C:38]([NH:50][C:2]3[S:3][N:16]=[C:17]([C@H:18]4[CH2:22][O:21][C:20]5([CH2:23][CH2:24][CH2:25][CH2:26][CH2:27]5)[O:19]4)[N:1]=3)=[N:39][CH:40]=[C:41]([S:43][C:44]3[CH:49]=[CH:48][CH:47]=[CH:46][N:45]=3)[CH:42]=2)=[C:34]([CH3:51])[CH:33]=[CH:32][N:31]=1. The yield is 0.507.